Task: Predict the product of the given reaction.. Dataset: Forward reaction prediction with 1.9M reactions from USPTO patents (1976-2016) (1) Given the reactants CCN(C(C)C)C(C)C.[CH3:10][O:11][C:12]1[CH:13]=[CH:14][CH:15]=[C:16]2[C:21]=1[O:20][C:19](=[O:22])[C:18]([C:23]([OH:25])=O)=[CH:17]2.CN(C(ON1N=NC2C=CC=NC1=2)=[N+](C)C)C.F[P-](F)(F)(F)(F)F.[CH2:50]([O:52][C:53]1[CH:58]=[CH:57][C:56]([C:59]2[CH:64]=[CH:63][CH:62]=[C:61]([NH2:65])[CH:60]=2)=[CH:55][CH:54]=1)[CH3:51], predict the reaction product. The product is: [CH2:50]([O:52][C:53]1[CH:54]=[CH:55][C:56]([C:59]2[CH:64]=[CH:63][CH:62]=[C:61]([NH:65][C:23]([C:18]3[C:19](=[O:22])[O:20][C:21]4[C:16]([CH:17]=3)=[CH:15][CH:14]=[CH:13][C:12]=4[O:11][CH3:10])=[O:25])[CH:60]=2)=[CH:57][CH:58]=1)[CH3:51]. (2) The product is: [Cl:1][C:2]1[CH:10]=[C:9]([F:11])[C:8]([N+:12]([O-:14])=[O:13])=[CH:7][C:3]=1[C:4]([Cl:17])=[O:5]. Given the reactants [Cl:1][C:2]1[CH:10]=[C:9]([F:11])[C:8]([N+:12]([O-:14])=[O:13])=[CH:7][C:3]=1[C:4](O)=[O:5].S(Cl)([Cl:17])=O.CN(C=O)C, predict the reaction product.